From a dataset of Peptide-MHC class I binding affinity with 185,985 pairs from IEDB/IMGT. Regression. Given a peptide amino acid sequence and an MHC pseudo amino acid sequence, predict their binding affinity value. This is MHC class I binding data. (1) The peptide sequence is VPSIKAGNDI. The MHC is HLA-B07:02 with pseudo-sequence HLA-B07:02. The binding affinity (normalized) is 0.292. (2) The peptide sequence is GGHGGSTFK. The MHC is HLA-B15:01 with pseudo-sequence HLA-B15:01. The binding affinity (normalized) is 0.0847. (3) The peptide sequence is AVFLSYIGY. The MHC is HLA-A26:03 with pseudo-sequence HLA-A26:03. The binding affinity (normalized) is 0.0847. (4) The peptide sequence is RVMPVFAFK. The MHC is HLA-A26:01 with pseudo-sequence HLA-A26:01. The binding affinity (normalized) is 0.0847. (5) The peptide sequence is EFLKDAWEI. The MHC is HLA-A29:02 with pseudo-sequence HLA-A29:02. The binding affinity (normalized) is 0.330. (6) The binding affinity (normalized) is 0.0847. The MHC is HLA-A02:01 with pseudo-sequence HLA-A02:01. The peptide sequence is KPPRGVLLY. (7) The peptide sequence is GTVLKTSSW. The MHC is HLA-B58:01 with pseudo-sequence HLA-B58:01. The binding affinity (normalized) is 0.707. (8) The peptide sequence is GDILGKYVD. The MHC is HLA-B27:05 with pseudo-sequence HLA-B27:05. The binding affinity (normalized) is 0.